From a dataset of Forward reaction prediction with 1.9M reactions from USPTO patents (1976-2016). Predict the product of the given reaction. (1) Given the reactants C(OC([N:8]1[CH2:13][CH2:12][N:11]([C:14]2[C:15]3[C:30]([O:31][CH3:32])=[CH:29][N:28]=[CH:27][C:16]=3[N:17]=[C:18]([C:20]3[CH:25]=[CH:24][N:23]=[C:22](Cl)[CH:21]=3)[N:19]=2)[CH2:10][C@@H:9]1[CH2:33][OH:34])=O)(C)(C)C.[F:35][C:36]1[CH:41]=[CH:40][CH:39]=[C:38]([F:42])[C:37]=1[NH2:43], predict the reaction product. The product is: [F:35][C:36]1[CH:41]=[CH:40][CH:39]=[C:38]([F:42])[C:37]=1[NH:43][C:22]1[CH:21]=[C:20]([C:18]2[N:19]=[C:14]([N:11]3[CH2:12][CH2:13][NH:8][C@@H:9]([CH2:33][OH:34])[CH2:10]3)[C:15]3[C:30]([O:31][CH3:32])=[CH:29][N:28]=[CH:27][C:16]=3[N:17]=2)[CH:25]=[CH:24][N:23]=1. (2) Given the reactants FC(F)(F)S(O[C:7]1[CH:12]=[C:11]([CH3:13])[N:10]=[C:9]2[N:14]([C:17]3[CH:22]=[CH:21][C:20]([O:23][C:24]([F:27])([F:26])[F:25])=[CH:19][C:18]=3[CH3:28])[CH2:15][CH2:16][C:8]=12)(=O)=O.CS(O)(=O)=O.[I-:36].[K+], predict the reaction product. The product is: [I:36][CH:16]1[C:8]2[C:9](=[N:10][C:11]([CH3:13])=[CH:12][CH:7]=2)[N:14]([C:17]2[CH:22]=[CH:21][C:20]([O:23][C:24]([F:27])([F:26])[F:25])=[CH:19][C:18]=2[CH3:28])[CH2:15]1. (3) Given the reactants C([Li])CCC.Br[C:7]1[C:16]2[C:11](=[CH:12][CH:13]=[CH:14][CH:15]=2)[CH:10]=[CH:9][N:8]=1.CN([CH:20]=[O:21])C.C1([Li])C2C(=CC=CC=2)C=CN=1.[NH4+].[Cl-], predict the reaction product. The product is: [CH:7]1[C:16]2[CH:15]=[CH:14][CH:13]=[C:12]([CH:20]=[O:21])[C:11]=2[CH:10]=[CH:9][N:8]=1. (4) Given the reactants [Cl:1][C:2]1[CH:7]=[CH:6][C:5]([C:8]2([C:12]3[C:21]4[C:16](=[CH:17][CH:18]=[C:19]([O:22][CH2:23][CH2:24][NH2:25])[CH:20]=4)[C:15]([CH3:27])([CH3:26])[CH2:14][N:13]=3)[CH2:11][CH2:10][CH2:9]2)=[CH:4][CH:3]=1.C(N(CC)CC)C.[CH2:35]([N:37]([CH2:42][CH3:43])[S:38](Cl)(=[O:40])=[O:39])[CH3:36], predict the reaction product. The product is: [Cl:1][C:2]1[CH:7]=[CH:6][C:5]([C:8]2([C:12]3[C:21]4[C:16](=[CH:17][CH:18]=[C:19]([O:22][CH2:23][CH2:24][NH:25][S:38](=[O:40])(=[O:39])[N:37]([CH2:42][CH3:43])[CH2:35][CH3:36])[CH:20]=4)[C:15]([CH3:27])([CH3:26])[CH2:14][N:13]=3)[CH2:11][CH2:10][CH2:9]2)=[CH:4][CH:3]=1. (5) Given the reactants [NH2:1][CH2:2][C@H:3]1[N:8]([C:9]([C:11]2[N:12]=[C:13]([CH3:23])[S:14][C:15]=2[C:16]2[CH:17]=[C:18]([CH3:22])[CH:19]=[CH:20][CH:21]=2)=[O:10])[CH2:7][C@@H:6]2[C@H:4]1[CH2:5]2.[CH3:24][C:25]1[S:26][CH:27]=[C:28]([C:30](O)=[O:31])[N:29]=1, predict the reaction product. The product is: [CH3:23][C:13]1[S:14][C:15]([C:16]2[CH:17]=[C:18]([CH3:22])[CH:19]=[CH:20][CH:21]=2)=[C:11]([C:9]([N:8]2[CH2:7][C@@H:6]3[C@@H:4]([CH2:5]3)[C@H:3]2[CH2:2][NH:1][C:30]([C:28]2[N:29]=[C:25]([CH3:24])[S:26][CH:27]=2)=[O:31])=[O:10])[N:12]=1. (6) The product is: [C:1]1([S:7]([N:10]2[C:14]3=[N:15][CH:16]=[C:17]([S:19][CH3:20])[CH:18]=[C:13]3[CH:12]=[CH:11]2)(=[O:9])=[O:8])[CH:6]=[CH:5][CH:4]=[CH:3][CH:2]=1. Given the reactants [C:1]1([S:7]([N:10]2[C:14]3=[N:15][CH:16]=[C:17]([S:19][CH3:20])[CH:18]=[C:13]3[CH:12]=[C:11]2[Si](C)(C)C)(=[O:9])=[O:8])[CH:6]=[CH:5][CH:4]=[CH:3][CH:2]=1.[F-].C([N+](CCCC)(CCCC)CCCC)CCC.O1CCCC1.[Cl-].[NH4+], predict the reaction product.